Predict the reaction yield, written as a fraction of the theoretical maximum amount of product (1.0 means a 100% yield; for example, 0.34 means a 34% yield). From a dataset of Reaction yield outcomes from USPTO patents with 853,638 reactions. (1) The reactants are [CH3:13][C:12]([O:11][C:9](O[C:9]([O:11][C:12]([CH3:15])([CH3:14])[CH3:13])=[O:10])=[O:10])([CH3:15])[CH3:14].Cl.[NH2:17][CH2:18][C@H:19]([C:23]1[CH:28]=[CH:27][C:26]([Cl:29])=[CH:25][CH:24]=1)[C:20]([OH:22])=[O:21].O.O.O.O.O.[OH-].C[N+](C)(C)C.CC#N. The catalyst is O. The product is [C:12]([O:11][C:9]([NH:17][CH2:18][C@H:19]([C:23]1[CH:24]=[CH:25][C:26]([Cl:29])=[CH:27][CH:28]=1)[C:20]([OH:22])=[O:21])=[O:10])([CH3:13])([CH3:14])[CH3:15]. The yield is 0.906. (2) The reactants are [CH3:1][N:2]([CH3:34])[C:3]([C:5]1[N:28]([CH:29]2[CH2:33][CH2:32][CH2:31][CH2:30]2)[C:8]2[N:9]=[C:10]([NH:13][C:14]3[CH:19]=[CH:18][C:17]([C:20]([N:22]4[CH2:27][CH2:26][NH:25][CH2:24][CH2:23]4)=[O:21])=[CH:16][N:15]=3)[N:11]=[CH:12][C:7]=2[CH:6]=1)=[O:4].Br[CH2:36][CH2:37][OH:38]. No catalyst specified. The product is [CH3:1][N:2]([CH3:34])[C:3]([C:5]1[N:28]([CH:29]2[CH2:33][CH2:32][CH2:31][CH2:30]2)[C:8]2[N:9]=[C:10]([NH:13][C:14]3[CH:19]=[CH:18][C:17]([C:20]([N:22]4[CH2:27][CH2:26][N:25]([CH2:36][CH2:37][OH:38])[CH2:24][CH2:23]4)=[O:21])=[CH:16][N:15]=3)[N:11]=[CH:12][C:7]=2[CH:6]=1)=[O:4]. The yield is 0.480.